Dataset: Catalyst prediction with 721,799 reactions and 888 catalyst types from USPTO. Task: Predict which catalyst facilitates the given reaction. (1) Reactant: O[CH:2]=[C:3]1[C:11]2[C:6](=[CH:7][CH:8]=[C:9]([C:12]([C:14]3[CH:15]=[C:16]([NH:20][C:21]([C:23]4[N:24]([CH2:29][CH3:30])[N:25]=[C:26]([CH3:28])[CH:27]=4)=[O:22])[CH:17]=[CH:18][CH:19]=3)=[O:13])[CH:10]=2)[NH:5][C:4]1=[O:31].[NH2:32][C:33]1[CH:38]=[CH:37][C:36]([N:39]2[CH2:44][CH2:43][O:42][CH2:41][CH2:40]2)=[CH:35][CH:34]=1. Product: [N:39]1([C:36]2[CH:35]=[CH:34][C:33]([NH:32][CH:2]=[C:3]3[C:11]4[C:6](=[CH:7][CH:8]=[C:9]([C:12]([C:14]5[CH:15]=[C:16]([NH:20][C:21]([C:23]6[N:24]([CH2:29][CH3:30])[N:25]=[C:26]([CH3:28])[CH:27]=6)=[O:22])[CH:17]=[CH:18][CH:19]=5)=[O:13])[CH:10]=4)[NH:5][C:4]3=[O:31])=[CH:38][CH:37]=2)[CH2:44][CH2:43][O:42][CH2:41][CH2:40]1. The catalyst class is: 1. (2) Reactant: [Cl:1][C:2]1[CH:7]=[CH:6][CH:5]=[CH:4][C:3]=1[CH2:8][C:9]([OH:11])=[O:10].[CH3:12]O. Product: [Cl:1][C:2]1[CH:7]=[CH:6][CH:5]=[CH:4][C:3]=1[CH2:8][C:9]([O:11][CH3:12])=[O:10]. The catalyst class is: 65.